Dataset: Drug-target binding data from BindingDB using Ki measurements. Task: Regression. Given a target protein amino acid sequence and a drug SMILES string, predict the binding affinity score between them. We predict pKi (pKi = -log10(Ki in M); higher means stronger inhibition). Dataset: bindingdb_ki. (1) The small molecule is O=C(CN1CCN(C(=O)c2ccco2)CC1)Nc1cc(C(F)(F)F)ccc1Cl. The target protein sequence is MCGNTMSVPLLTDAATVSGAERETAAVIFLHGLGDTGHSWADALSTIRLPHVKYICPHAPRIPVTLNMKMVMPSWFDIMGLSPDAPEDEAGIKKAAENIKALIEHEMKNGIPANRIVLGGFSQGGALSLYTALTCPHPLAGIVALSCWLPLHRAFPQAANGSAKDLAILQCHGELDPMVPVRFGALTAEKLRSVVTPARVQFKTYPGVMHSSCPQEMAAVKEFLEKLLPPV. The pKi is 5.2. (2) The drug is CN(C(=O)Cc1ccccc1)[C@H]1CC[C@@]2(CCCO2)C[C@@H]1N1CCCC1. The target protein sequence is MDSPIQIFRGEPGPTCAPSACLPPNSSAWFPGWAEPDSNGSAGSEDAQLEPAHISPAIPVIITAVYSVVFVVGLVGNSLVMFVIIRYTKMKTATNIYIFNLALADALVTTTMPFQSTVYLMNSWPFGDVLCKIVISIDYYNMFTSIFTLTMMSVDRYIAVCHPVKALDFRTPLKAKIINICIWLLSSSVGISAIVLGGTKVREDVDVIECSLQFPDDDYSWWDLFAKICVFIFAFVIPVLIIIVCYTLMILRLKSVRLLSGSREKDRNLRRITRLVLVVVAVFVVCWTPIHIFILVEALGSTSHSTAALSSYYFCIALGYTNSSLNPILYAFLDENFKRCFRDFCFPLKMRMERQSTSRVRNTVQDPAYLRDIDGMNKPV. The pKi is 8.0.